Dataset: Reaction yield outcomes from USPTO patents with 853,638 reactions. Task: Predict the reaction yield, written as a fraction of the theoretical maximum amount of product (1.0 means a 100% yield; for example, 0.34 means a 34% yield). (1) The reactants are [C:1]1([C@@H:7]([CH2:14][C:15]2[CH:20]=[CH:19][C:18]([O:21][CH2:22][CH2:23][CH2:24][NH2:25])=[CH:17][CH:16]=2)[CH2:8][C:9]([O:11][CH2:12][CH3:13])=[O:10])[CH:6]=[CH:5][CH:4]=[CH:3][CH:2]=1.Br[C:27]1[N:32]=[CH:31][CH:30]=[CH:29][N:28]=1.C([O-])(O)=O.[Na+]. The catalyst is CCO. The product is [C:1]1([C@@H:7]([CH2:14][C:15]2[CH:20]=[CH:19][C:18]([O:21][CH2:22][CH2:23][CH2:24][NH:25][C:27]3[N:32]=[CH:31][CH:30]=[CH:29][N:28]=3)=[CH:17][CH:16]=2)[CH2:8][C:9]([O:11][CH2:12][CH3:13])=[O:10])[CH:2]=[CH:3][CH:4]=[CH:5][CH:6]=1. The yield is 0.800. (2) The reactants are BrC1C(F)=CC2OCCN3C(C(O)C4C=CC=C(C(F)(F)F)C=4)=C(C(O)=O)N=C3C=2C=1.[Br:32][C:33]1[C:34]([F:59])=[CH:35][C:36]2[O:42][CH2:41][CH2:40][N:39]3[C:43]([CH:50]([OH:57])[C:51]4[N:52]([CH3:56])[N:53]=[CH:54][CH:55]=4)=[C:44]([C:46]([O:48]C)=[O:47])[N:45]=[C:38]3[C:37]=2[CH:58]=1.[OH-].[Li+]. No catalyst specified. The product is [Br:32][C:33]1[C:34]([F:59])=[CH:35][C:36]2[O:42][CH2:41][CH2:40][N:39]3[C:43]([CH:50]([OH:57])[C:51]4[N:52]([CH3:56])[N:53]=[CH:54][CH:55]=4)=[C:44]([C:46]([OH:48])=[O:47])[N:45]=[C:38]3[C:37]=2[CH:58]=1. The yield is 0.870. (3) The catalyst is O.C(O)C. The reactants are Cl[C:2]1[CH:7]=[C:6]([C:8]2[CH:13]=[CH:12][CH:11]=[CH:10][N:9]=2)[N:5]=[C:4]([C:14]2[CH:19]=[CH:18][CH:17]=[CH:16][N:15]=2)[N:3]=1.[CH3:20][O:21][C:22]1[CH:27]=[CH:26][CH:25]=[C:24]([NH2:28])[CH:23]=1.Cl.[OH-].[Na+]. The yield is 0.600. The product is [CH3:20][O:21][C:22]1[CH:23]=[C:24]([CH:25]=[CH:26][CH:27]=1)[NH:28][C:2]1[CH:7]=[C:6]([C:8]2[CH:13]=[CH:12][CH:11]=[CH:10][N:9]=2)[N:5]=[C:4]([C:14]2[CH:19]=[CH:18][CH:17]=[CH:16][N:15]=2)[N:3]=1. (4) The reactants are [Br:1][C:2]1[CH:3]=[C:4]([NH:10][C:11]2[N:12]=[CH:13][N:14]([CH:16]3[CH2:21][CH2:20][N:19](C(OC(C)(C)C)=O)[CH2:18][CH2:17]3)[CH:15]=2)[C:5](=[O:9])[N:6]([CH3:8])[CH:7]=1. The catalyst is FC(F)(F)C(O)=O. The product is [Br:1][C:2]1[CH:3]=[C:4]([NH:10][C:11]2[N:12]=[CH:13][N:14]([CH:16]3[CH2:21][CH2:20][NH:19][CH2:18][CH2:17]3)[CH:15]=2)[C:5](=[O:9])[N:6]([CH3:8])[CH:7]=1. The yield is 0.880. (5) The reactants are [N:1]1[C:10]2[C:5](=[C:6]([CH2:11]O)[CH:7]=[CH:8][CH:9]=2)[CH:4]=[CH:3][CH:2]=1.C1C=CC(P([N:27]=[N+:28]=[N-:29])(C2C=CC=CC=2)=O)=CC=1.C1CCN2C(=NCCC2)CC1. The catalyst is C1(C)C=CC=CC=1.Cl.C(OCC)(=O)C. The product is [N:27]([CH2:11][C:6]1[CH:7]=[CH:8][CH:9]=[C:10]2[C:5]=1[CH:4]=[CH:3][CH:2]=[N:1]2)=[N+:28]=[N-:29]. The yield is 0.440. (6) The reactants are [C:1]1([C@H:13]2[CH2:18][CH2:17][C@H:16]([CH:19]=O)[CH2:15][CH2:14]2)[N:2]=[N:3][N:4]2[C:9]=1[C:8]1[CH:10]=[CH:11][NH:12][C:7]=1[N:6]=[CH:5]2.[C:21]1(C2CCC(=O)CC2)[N:22]=NN2[C:29]=1C1C=CNC=1N=C2. No catalyst specified. The product is [C:1]1([C@H:13]2[CH2:18][CH2:17][C@H:16](/[CH:19]=[CH:29]/[C:21]#[N:22])[CH2:15][CH2:14]2)[N:2]=[N:3][N:4]2[C:9]=1[C:8]1[CH:10]=[CH:11][NH:12][C:7]=1[N:6]=[CH:5]2. The yield is 0.0700. (7) The reactants are [CH3:1][O:2][CH2:3][C:4]([CH3:11])([CH3:10])[C:5](=[O:9])[CH2:6][C:7]#[N:8].[OH-].[Na+].S(O)(O)(=O)=O.O[NH2:20].Cl. The catalyst is O. The product is [CH3:1][O:2][CH2:3][C:4]([C:5]1[O:9][N:8]=[C:7]([NH2:20])[CH:6]=1)([CH3:11])[CH3:10]. The yield is 0.510. (8) The reactants are [Cl:1][C:2]1[N:3]=[C:4](Cl)[C:5]2[CH2:10][CH2:9][CH:8]([C:11]3[CH:16]=[CH:15][CH:14]=[CH:13][C:12]=3[Cl:17])[C:6]=2[N:7]=1.O.[CH3:20][N:21]1C(=O)CCC1. No catalyst specified. The product is [Cl:1][C:2]1[N:3]=[C:4]([NH:21][CH3:20])[C:5]2[CH2:10][CH2:9][CH:8]([C:11]3[CH:16]=[CH:15][CH:14]=[CH:13][C:12]=3[Cl:17])[C:6]=2[N:7]=1. The yield is 0.810. (9) The reactants are [Br:1][C:2]1[CH:3]=[C:4]([CH:7]=[C:8]([C:10]([F:13])([F:12])[F:11])[CH:9]=1)[CH:5]=O.[CH3:14][NH:15][CH3:16].C(O[BH-](OC(=O)C)OC(=O)C)(=O)C.[Na+]. The catalyst is C(Cl)Cl. The product is [Br:1][C:2]1[CH:3]=[C:4]([CH2:5][N:15]([CH3:16])[CH3:14])[CH:7]=[C:8]([C:10]([F:13])([F:12])[F:11])[CH:9]=1. The yield is 0.740.